Dataset: Forward reaction prediction with 1.9M reactions from USPTO patents (1976-2016). Task: Predict the product of the given reaction. (1) Given the reactants [CH2:1]([C:3]1[CH:8]=[C:7]([F:9])[CH:6]=[CH:5][C:4]=1[OH:10])[CH3:2].C(N(CC)CC)C.Cl[C:19]([O:21][CH3:22])=[O:20], predict the reaction product. The product is: [C:19](=[O:20])([O:21][CH3:22])[O:10][C:4]1[CH:5]=[CH:6][C:7]([F:9])=[CH:8][C:3]=1[CH2:1][CH3:2]. (2) Given the reactants [CH3:1][O:2][C:3]([C:5]1[C:13]2[C:8](=[CH:9][CH:10]=[CH:11][CH:12]=2)[NH:7][N:6]=1)=[O:4].[CH3:14][C:15](C)([O-])[CH3:16].[K+], predict the reaction product. The product is: [CH3:1][O:2][C:3]([C:5]1[C:13]2[C:8](=[CH:9][CH:10]=[CH:11][CH:12]=2)[N:7]([CH:15]([CH3:16])[CH3:14])[N:6]=1)=[O:4]. (3) Given the reactants [CH2:1]([O:8][C:9]1[C:10]([C:18]([O:20][CH3:21])=[O:19])=[N:11][NH:12][C:13]=1[C:14]([O:16][CH3:17])=[O:15])[C:2]1[CH:7]=[CH:6][CH:5]=[CH:4][CH:3]=1.Br[CH:23]([C:26]1[CH:31]=[CH:30][CH:29]=[CH:28][CH:27]=1)[C:24]#[N:25].C([O-])([O-])=O.[Cs+].[Cs+], predict the reaction product. The product is: [CH2:1]([O:8][C:9]1[C:13]([C:14]([O:16][CH3:17])=[O:15])=[N:12][N:11]([CH:23]([C:24]#[N:25])[C:26]2[CH:31]=[CH:30][CH:29]=[CH:28][CH:27]=2)[C:10]=1[C:18]([O:20][CH3:21])=[O:19])[C:2]1[CH:7]=[CH:6][CH:5]=[CH:4][CH:3]=1. (4) The product is: [Cl:1][C:2]1[CH:8]=[CH:7][C:5]([NH:6][C:10](=[O:11])[O:12][CH2:13][CH3:14])=[CH:4][CH:3]=1. Given the reactants [Cl:1][C:2]1[CH:8]=[CH:7][C:5]([NH2:6])=[CH:4][CH:3]=1.Cl[C:10]([O:12][CH2:13][CH3:14])=[O:11].Cl, predict the reaction product. (5) The product is: [F:35][C:34]1[C:28]2[N:27]=[C:26]([CH2:25][CH2:24][N:21]3[CH2:20][CH2:19][NH:18][CH2:23][CH2:22]3)[NH:30][C:29]=2[CH:31]=[CH:32][CH:33]=1. Given the reactants C1C2C(COC([N:18]3[CH2:23][CH2:22][N:21]([CH2:24][CH2:25][C:26]4[NH:30][C:29]5[CH:31]=[CH:32][CH:33]=[C:34]([F:35])[C:28]=5[N:27]=4)[CH2:20][CH2:19]3)=O)C3C(=CC=CC=3)C=2C=CC=1.N1CCCCC1, predict the reaction product. (6) Given the reactants [Cl:1][C:2]1[C:7]([Cl:8])=[CH:6][CH:5]=[CH:4][C:3]=1[N:9]1[CH2:14][CH2:13][N:12]([C:15]([CH:17]2[O:22][C:21]3[CH:23]=[CH:24][CH:25]=[CH:26][C:20]=3[O:19][CH2:18]2)=O)[CH2:11][CH2:10]1.[H-].[H-].[H-].[H-].[Li+].[Al+3].[OH-].[Na+], predict the reaction product. The product is: [Cl:1][C:2]1[C:7]([Cl:8])=[CH:6][CH:5]=[CH:4][C:3]=1[N:9]1[CH2:10][CH2:11][N:12]([CH2:15][CH:17]2[O:22][C:21]3[CH:23]=[CH:24][CH:25]=[CH:26][C:20]=3[O:19][CH2:18]2)[CH2:13][CH2:14]1. (7) Given the reactants [F:1][C:2]1[CH:32]=[C:31]([F:33])[CH:30]=[CH:29][C:3]=1[O:4][C:5]1[CH:10]=[CH:9][C:8]([S:11]([CH3:14])(=[O:13])=[O:12])=[CH:7][C:6]=1[C:15]1[NH:16][C:17]([CH3:28])=[C:18]2[C:23]=1[CH:22]=[C:21]([C:24](O)=[O:25])[NH:20][C:19]2=[O:27].C[N:35](C(ON1N=NC2C=CC=NC1=2)=[N+](C)C)C.F[P-](F)(F)(F)(F)F.C(N(C(C)C)C(C)C)C.N, predict the reaction product. The product is: [F:1][C:2]1[CH:32]=[C:31]([F:33])[CH:30]=[CH:29][C:3]=1[O:4][C:5]1[CH:10]=[CH:9][C:8]([S:11]([CH3:14])(=[O:12])=[O:13])=[CH:7][C:6]=1[C:15]1[NH:16][C:17]([CH3:28])=[C:18]2[C:23]=1[CH:22]=[C:21]([C:24]([NH2:35])=[O:25])[NH:20][C:19]2=[O:27]. (8) Given the reactants Br[C:2]1[CH:3]=[N:4][CH:5]=[CH:6][CH:7]=1.[Li]CCCC.[Cl:13][C:14]1[N:15]=[C:16]([C:33]2[CH:34]=[N:35][CH:36]=[C:37]([Cl:39])[CH:38]=2)[C:17]2[N:22]([CH2:23][C@H:24]3[CH2:29][CH2:28][C@H:27]([CH3:30])[CH2:26][CH2:25]3)[CH:21]=[C:20]([CH:31]=[O:32])[C:18]=2[N:19]=1, predict the reaction product. The product is: [Cl:13][C:14]1[N:15]=[C:16]([C:33]2[CH:34]=[N:35][CH:36]=[C:37]([Cl:39])[CH:38]=2)[C:17]2[N:22]([CH2:23][C@H:24]3[CH2:29][CH2:28][C@H:27]([CH3:30])[CH2:26][CH2:25]3)[CH:21]=[C:20]([CH:31]([C:2]3[CH:3]=[N:4][CH:5]=[CH:6][CH:7]=3)[OH:32])[C:18]=2[N:19]=1.